This data is from Peptide-MHC class I binding affinity with 185,985 pairs from IEDB/IMGT. The task is: Regression. Given a peptide amino acid sequence and an MHC pseudo amino acid sequence, predict their binding affinity value. This is MHC class I binding data. (1) The peptide sequence is STIGYALKH. The MHC is HLA-A29:02 with pseudo-sequence HLA-A29:02. The binding affinity (normalized) is 0.659. (2) The peptide sequence is FRDYVDRFYK. The MHC is HLA-A01:01 with pseudo-sequence HLA-A01:01. The binding affinity (normalized) is 0.00850. (3) The peptide sequence is FTPRDNETV. The MHC is HLA-A02:01 with pseudo-sequence HLA-A02:01. The binding affinity (normalized) is 0.374. (4) The peptide sequence is YFHKRDMRL. The MHC is HLA-B44:02 with pseudo-sequence HLA-B44:02. The binding affinity (normalized) is 0.0847. (5) The peptide sequence is DEIMRMCHEG. The MHC is H-2-Kb with pseudo-sequence H-2-Kb. The binding affinity (normalized) is 0.0739.